Predict the reactants needed to synthesize the given product. From a dataset of Full USPTO retrosynthesis dataset with 1.9M reactions from patents (1976-2016). (1) Given the product [Cl:1][C:2]1[N:3]=[C:4]([O:40][C:22]2[CH:21]=[C:20]3[C:25]([O:26][C:27]4[C:28]([F:39])=[CH:29][C:30]([C:33]5[CH2:34][CH2:35][O:36][CH2:37][CH:38]=5)=[CH:31][C:32]=4[C@@:19]43[CH2:18][O:17][C:16]([NH2:15])=[N:41]4)=[CH:24][CH:23]=2)[CH:5]=[CH:6][CH:7]=1, predict the reactants needed to synthesize it. The reactants are: [Cl:1][C:2]1[CH:7]=[CH:6][CH:5]=[C:4](F)[N:3]=1.C(=O)([O-])[O-].[Cs+].[Cs+].[NH2:15][C:16]1[O:17][CH2:18][C@@:19]2([N:41]=1)[C:32]1[CH:31]=[C:30]([C:33]3[CH2:34][CH2:35][O:36][CH2:37][CH:38]=3)[CH:29]=[C:28]([F:39])[C:27]=1[O:26][C:25]1[C:20]2=[CH:21][C:22]([OH:40])=[CH:23][CH:24]=1. (2) Given the product [NH2:4][C@@H:5]([C:7]1[CH:12]=[CH:11][C:10]([C:13]([OH:16])([CH3:15])[CH3:14])=[CH:9][CH:8]=1)[CH3:6], predict the reactants needed to synthesize it. The reactants are: C([N:4](CC=C)[C@@H:5]([C:7]1[CH:12]=[CH:11][C:10]([C:13]([OH:16])([CH3:15])[CH3:14])=[CH:9][CH:8]=1)[CH3:6])C=C.[NH4+].[OH-]. (3) Given the product [CH3:17][O:16][C:3]1[CH:4]=[C:5]([CH:8]([CH3:15])[CH2:9][C:10]([O:12][CH2:13][CH3:14])=[O:11])[CH:6]=[CH:7][C:2]=1[O:1][CH2:20][C:19]#[CH:18], predict the reactants needed to synthesize it. The reactants are: [OH:1][C:2]1[CH:7]=[CH:6][C:5]([CH:8]([CH3:15])[CH2:9][C:10]([O:12][CH2:13][CH3:14])=[O:11])=[CH:4][C:3]=1[O:16][CH3:17].[CH2:18](Br)[C:19]1C=CC=C[CH:20]=1.C(=O)([O-])[O-].[K+].[K+].C(#N)C.